This data is from Reaction yield outcomes from USPTO patents with 853,638 reactions. The task is: Predict the reaction yield, written as a fraction of the theoretical maximum amount of product (1.0 means a 100% yield; for example, 0.34 means a 34% yield). (1) The reactants are [CH3:1][O:2][C:3]1[CH:4]=[C:5]2[C:10](=[CH:11][C:12]=1[O:13][CH2:14][CH2:15][O:16][CH3:17])[N:9]=[CH:8][N:7]=[C:6]2[O:18][C:19]1[CH:20]=[C:21]([CH:23]=[CH:24][CH:25]=1)[NH2:22].C(N(CC)C(C)C)(C)C.[C:35]1([C:41]2[O:45][N:44]=[C:43]([NH:46][C:47](=O)[O:48]C3C=CC=CC=3)[CH:42]=2)[CH:40]=[CH:39][CH:38]=[CH:37][CH:36]=1. The catalyst is C1COCC1.CN(C)C1C=CN=CC=1. The product is [CH3:1][O:2][C:3]1[CH:4]=[C:5]2[C:10](=[CH:11][C:12]=1[O:13][CH2:14][CH2:15][O:16][CH3:17])[N:9]=[CH:8][N:7]=[C:6]2[O:18][C:19]1[CH:20]=[C:21]([NH:22][C:47]([NH:46][C:43]2[CH:42]=[C:41]([C:35]3[CH:36]=[CH:37][CH:38]=[CH:39][CH:40]=3)[O:45][N:44]=2)=[O:48])[CH:23]=[CH:24][CH:25]=1. The yield is 0.700. (2) The reactants are [N:1]1[CH:6]=[CH:5][CH:4]=[CH:3][C:2]=1[CH2:7][CH2:8][NH+:9]([O-])[C:10](=[O:16])[O:11][C:12]([CH3:15])([CH3:14])[CH3:13].C[Si]([C:22]#[N:23])(C)C.CN(C)C(Cl)=O. The catalyst is [N+](CC)([O-])=O. The product is [C:22]([C:6]1[N:1]=[C:2]([CH2:7][CH2:8][NH:9][C:10](=[O:16])[O:11][C:12]([CH3:15])([CH3:14])[CH3:13])[CH:3]=[CH:4][CH:5]=1)#[N:23]. The yield is 0.830. (3) The reactants are C([O:4][C@@H:5]1[C@@H:10]([O:11]C(=O)C)[C@@H:9]([CH2:15][O:16]C(=O)C)[O:8][C@H:7]([O:20][C:21]2[CH:26]=[CH:25][C:24](B3OC(C)(C)C(C)(C)O3)=[CH:23][CH:22]=2)[C@H:6]1CC([O-])=O)(=O)C.Br[C:41]1[CH:42]=[N:43][CH:44]=[C:45]([CH:50]=1)[C:46]([O:48][CH3:49])=[O:47].C(=O)([O-])[O-:52].[Cs+].[Cs+]. The catalyst is O1CCOCC1.O.C1C=CC([P]([Pd]([P](C2C=CC=CC=2)(C2C=CC=CC=2)C2C=CC=CC=2)([P](C2C=CC=CC=2)(C2C=CC=CC=2)C2C=CC=CC=2)[P](C2C=CC=CC=2)(C2C=CC=CC=2)C2C=CC=CC=2)(C2C=CC=CC=2)C2C=CC=CC=2)=CC=1. The product is [OH:52][C@H:6]1[C@@H:5]([OH:4])[C@H:10]([OH:11])[C@@H:9]([CH2:15][OH:16])[O:8][C@@H:7]1[O:20][C:21]1[CH:22]=[CH:23][C:24]([C:41]2[CH:50]=[C:45]([C:46]([O:48][CH3:49])=[O:47])[CH:44]=[N:43][CH:42]=2)=[CH:25][CH:26]=1. The yield is 0.400. (4) The reactants are [Br:1][C:2]1[N:7]=[C:6]([C:8](OCC)=[O:9])[C:5]([NH:13][CH2:14][CH2:15][O:16][CH3:17])=[CH:4][CH:3]=1.[NH3:18]. No catalyst specified. The product is [Br:1][C:2]1[N:7]=[C:6]([C:8]([NH2:18])=[O:9])[C:5]([NH:13][CH2:14][CH2:15][O:16][CH3:17])=[CH:4][CH:3]=1. The yield is 0.880. (5) The reactants are [Cl:1][C:2]1[CH:3]=[N:4][CH:5]=[C:6]([Cl:21])[C:7]=1[CH2:8][CH:9]([C:11]1[CH:16]=[CH:15][C:14]([O:17][CH3:18])=[C:13]([O:19][CH3:20])[CH:12]=1)[OH:10].[CH3:22][O:23][C:24]1[CH:25]=[C:26]2[C:31](=[CH:32][CH:33]=1)[CH:30]=[C:29]([C@@H:34]([CH3:38])[C:35](O)=[O:36])[CH:28]=[CH:27]2.C(Cl)CCl.O. The catalyst is CN(C1C=CN=CC=1)C.CN(C=O)C. The product is [Cl:21][C:6]1[CH:5]=[N:4][CH:3]=[C:2]([Cl:1])[C:7]=1[CH2:8][C@@H:9]([O:10][C:35](=[O:36])[CH:34]([C:29]1[CH:28]=[CH:27][C:26]2[C:31](=[CH:32][CH:33]=[C:24]([O:23][CH3:22])[CH:25]=2)[CH:30]=1)[CH3:38])[C:11]1[CH:16]=[CH:15][C:14]([O:17][CH3:18])=[C:13]([O:19][CH3:20])[CH:12]=1. The yield is 0.990. (6) The reactants are [CH2:1]([C@@:4]1([C:20]2[CH:25]=[CH:24][CH:23]=[CH:22][CH:21]=2)[O:9][C:8](=[O:10])[N:7]([C@H:11]([C:13]2[CH:18]=[CH:17][C:16]([Br:19])=[CH:15][CH:14]=2)[CH3:12])[CH2:6][CH2:5]1)[CH:2]=C.[O:26]=[O+][O-].[BH4-].[Na+]. The catalyst is C(Cl)Cl. The product is [Br:19][C:16]1[CH:17]=[CH:18][C:13]([C@@H:11]([N:7]2[CH2:6][CH2:5][C@:4]([CH2:1][CH2:2][OH:26])([C:20]3[CH:21]=[CH:22][CH:23]=[CH:24][CH:25]=3)[O:9][C:8]2=[O:10])[CH3:12])=[CH:14][CH:15]=1. The yield is 0.840. (7) The reactants are [N+:1]([C:4]1[CH:12]=[CH:11][C:7]([C:8](Cl)=[O:9])=[CH:6][CH:5]=1)([O-:3])=[O:2].[Cl:13][C:14]1[C:15]2[C@H:22]([CH3:23])[CH2:21][CH:20]([OH:24])[C:16]=2[N:17]=[CH:18][N:19]=1.CCN(CC)CC.[C:32]([O-:35])(O)=[O:33].[Na+]. The catalyst is C(Cl)Cl. The product is [N+:1]([C:4]1[CH:12]=[CH:11][C:7]([C:8]([O:24][C@@H:20]2[C:16]3[N:17]=[CH:18][N:19]=[C:14]([Cl:13])[C:15]=3[C@H:22]([CH3:23])[CH2:21]2)=[O:9])=[CH:6][CH:5]=1)([O-:3])=[O:2].[Cl:13][C:14]1[C:15]2[C@H:22]([CH3:23])[CH2:21][C@H:20]([C:11]3[CH:12]=[C:4]([N+:1]([O-:3])=[O:2])[CH:5]=[CH:6][C:7]=3[C:32]([O-:35])=[O:33])[C:16]=2[N:17]=[CH:18][N:19]=1. The yield is 0.360.